This data is from Reaction yield outcomes from USPTO patents with 853,638 reactions. The task is: Predict the reaction yield, written as a fraction of the theoretical maximum amount of product (1.0 means a 100% yield; for example, 0.34 means a 34% yield). (1) The reactants are [CH2:1]([O:8][CH2:9][CH:10]1[CH2:15][C:14](=[O:16])[CH:13]=[CH:12][O:11]1)[C:2]1[CH:7]=[CH:6][CH:5]=[CH:4][CH:3]=1. The catalyst is C(O)C.C(N(CC)CC)C.[Pd]. The product is [CH2:1]([O:8][CH2:9][CH:10]1[CH2:15][C:14](=[O:16])[CH2:13][CH2:12][O:11]1)[C:2]1[CH:3]=[CH:4][CH:5]=[CH:6][CH:7]=1. The yield is 0.560. (2) The reactants are [NH2:1][C:2]1[N:3]=[CH:4][C:5]2[CH2:6][C:7](=[O:19])[NH:8][C:9]3[CH:16]=[C:15]([Cl:17])[C:14](I)=[CH:13][C:10]=3[C:11]=2[N:12]=1.[CH2:20]([N:23]([CH3:25])[CH3:24])[C:21]#[CH:22].O. The catalyst is C(N(CC)CC)C.CN(C=O)C.Cl[Pd](Cl)([P](C1C=CC=CC=1)(C1C=CC=CC=1)C1C=CC=CC=1)[P](C1C=CC=CC=1)(C1C=CC=CC=1)C1C=CC=CC=1.[Cu](I)I. The product is [NH2:1][C:2]1[N:3]=[CH:4][C:5]2[CH2:6][C:7](=[O:19])[NH:8][C:9]3[CH:16]=[C:15]([Cl:17])[C:14]([C:22]#[C:21][CH2:20][N:23]([CH3:25])[CH3:24])=[CH:13][C:10]=3[C:11]=2[N:12]=1. The yield is 0.980. (3) The reactants are [Br:1][C:2]1[C:3](F)=[C:4]2[C:10]([NH:11][C:12]([C:14]3[CH:19]=[CH:18][C:17](=[O:20])[N:16]([CH3:21])[CH:15]=3)=[O:13])=[CH:9][NH:8][C:5]2=[N:6][CH:7]=1.[NH:23]1[CH2:28][CH2:27][CH2:26][C@@H:25]([NH:29]C(=O)OC(C)(C)C)[CH2:24]1.C(O)(C(F)(F)F)=O.C(Cl)[Cl:45]. The catalyst is CCCCO. The product is [ClH:45].[NH2:29][C@@H:25]1[CH2:26][CH2:27][CH2:28][N:23]([C:3]2[C:2]([Br:1])=[CH:7][N:6]=[C:5]3[NH:8][CH:9]=[C:10]([NH:11][C:12]([C:14]4[CH:19]=[CH:18][C:17](=[O:20])[N:16]([CH3:21])[CH:15]=4)=[O:13])[C:4]=23)[CH2:24]1. The yield is 0.360. (4) The reactants are [Cl:1][C:2]1[CH:19]=[C:18]([CH:20]=[CH2:21])[CH:17]=[CH:16][C:3]=1[CH2:4][N:5]1[C:13](=[O:14])[C:12]2[C:7](=[CH:8][CH:9]=[CH:10][CH:11]=2)[C:6]1=[O:15].Br[CH:23]([C:28]1[CH:33]=[C:32]([Cl:34])[CH:31]=[C:30]([Cl:35])[CH:29]=1)[C:24]([F:27])([F:26])[F:25].N1C=CC=CC=1C1C=CC=CN=1. The catalyst is ClC1C=CC=CC=1Cl.Cl[Cu]. The product is [Cl:1][C:2]1[CH:19]=[C:18](/[CH:20]=[CH:21]/[CH:23]([C:28]2[CH:29]=[C:30]([Cl:35])[CH:31]=[C:32]([Cl:34])[CH:33]=2)[C:24]([F:27])([F:26])[F:25])[CH:17]=[CH:16][C:3]=1[CH2:4][N:5]1[C:13](=[O:14])[C:12]2[C:7](=[CH:8][CH:9]=[CH:10][CH:11]=2)[C:6]1=[O:15]. The yield is 0.500.